From a dataset of Full USPTO retrosynthesis dataset with 1.9M reactions from patents (1976-2016). Predict the reactants needed to synthesize the given product. Given the product [Cl:24][C:23]1[C:2]([Cl:1])=[CH:3][C:4]2[C:21](=[CH:20][C:19]3[C:6]([CH:5]=2)=[C:7]([S:36][CH2:37][CH2:38][C:39]2[CH:40]=[CH:41][CH:42]=[CH:43][CH:44]=2)[C:8]2[C:17](=[CH:16][C:15]4[C:10]([CH:9]=2)=[CH:11][C:12]([Cl:35])=[C:13]([Cl:34])[CH:14]=4)[C:18]=3[S:25][CH2:26][CH2:27][C:28]2[CH:33]=[CH:32][CH:31]=[CH:30][CH:29]=2)[CH:22]=1, predict the reactants needed to synthesize it. The reactants are: [Cl:1][C:2]1[C:23]([Cl:24])=[CH:22][C:21]2[C:4](=[CH:5][C:6]3[C@@H:7]([S:36][CH2:37][CH2:38][C:39]4[CH:44]=[CH:43][CH:42]=[CH:41][CH:40]=4)[C:8]4[C:17]([C@H:18]([S:25][CH2:26][CH2:27][C:28]5[CH:33]=[CH:32][CH:31]=[CH:30][CH:29]=5)[C:19]=3[CH:20]=2)=[CH:16][C:15]2[C:10](=[CH:11][C:12]([Cl:35])=[C:13]([Cl:34])[CH:14]=2)[CH:9]=4)[CH:3]=1.ClC1C(=O)C(Cl)=C(Cl)C(=O)C=1Cl.C(=O)([O-])[O-].[K+].[K+].